This data is from Catalyst prediction with 721,799 reactions and 888 catalyst types from USPTO. The task is: Predict which catalyst facilitates the given reaction. (1) Reactant: C1CCN2C(=NCCC2)CC1.[CH3:12][C:13]1([CH3:29])[C:17]([CH3:19])([CH3:18])[O:16][B:15]([C:20]2[CH:25]=[CH:24][C:23]([CH2:26][CH2:27][NH2:28])=[CH:22][CH:21]=2)[O:14]1.[CH:30]([S:33](Cl)(=[O:35])=[O:34])([CH3:32])[CH3:31].O. Product: [CH3:19][C:17]1([CH3:18])[C:13]([CH3:29])([CH3:12])[O:14][B:15]([C:20]2[CH:25]=[CH:24][C:23]([CH2:26][CH2:27][NH:28][S:33]([CH:30]([CH3:32])[CH3:31])(=[O:35])=[O:34])=[CH:22][CH:21]=2)[O:16]1. The catalyst class is: 4. (2) Reactant: CC1C=CC(S(O[CH2:12][C@H:13]2[CH2:26][O:25][C:16]3[CH:17]=[CH:18][C:19]4[N:20]=[C:21]([CH3:24])[O:22][C:23]=4[C:15]=3[O:14]2)(=O)=O)=CC=1.[F:27][C:28]1[CH:29]=[CH:30][CH:31]=[C:32]2[C:36]=1[NH:35][CH:34]=[C:33]2[C:37]1[CH2:38][CH2:39][NH:40][CH2:41][CH:42]=1. Product: [F:27][C:28]1[CH:29]=[CH:30][CH:31]=[C:32]2[C:36]=1[NH:35][CH:34]=[C:33]2[C:37]1[CH2:38][CH2:39][N:40]([CH2:12][CH:13]2[O:14][C:15]3[C:16](=[CH:17][CH:18]=[C:19]4[N:20]=[C:21]([CH3:24])[O:22][C:23]4=3)[O:25][CH2:26]2)[CH2:41][CH:42]=1. The catalyst class is: 148. (3) Reactant: [C:1]([N:8]1[CH2:13][CH2:12][NH:11][CH2:10][CH2:9]1)(OC(C)(C)C)=O.ClC1[N:16]=[C:17]([NH:25][CH2:26][C:27]2[CH:32]=[CH:31][C:30]([Cl:33])=[CH:29][C:28]=2[Cl:34])[C:18]2[CH:24]=[CH:23][CH:22]=[N:21][C:19]=2[N:20]=1.C(N(CC)C(C)C)(C)C. Product: [Cl:34][C:28]1[CH:29]=[C:30]([Cl:33])[CH:31]=[CH:32][C:27]=1[CH2:26][NH:25][C:17]1[C:18]2[CH:24]=[CH:23][CH:22]=[N:21][C:19]=2[N:20]=[C:1]([N:8]2[CH2:9][CH2:10][NH:11][CH2:12][CH2:13]2)[N:16]=1. The catalyst class is: 51.